Dataset: Forward reaction prediction with 1.9M reactions from USPTO patents (1976-2016). Task: Predict the product of the given reaction. Given the reactants C(O[C:6]([N:8](C)[CH:9]1[CH2:14][CH2:13][N:12]([C:15]([O:17][CH2:18][C:19]2[CH:24]=[C:23]([Cl:25])[CH:22]=[C:21]([Cl:26])[CH:20]=2)=[O:16])[CH2:11][CH2:10]1)=O)(C)(C)C.Cl.O1CCOCC1, predict the reaction product. The product is: [CH3:6][NH:8][CH:9]1[CH2:14][CH2:13][N:12]([C:15]([O:17][CH2:18][C:19]2[CH:20]=[C:21]([Cl:26])[CH:22]=[C:23]([Cl:25])[CH:24]=2)=[O:16])[CH2:11][CH2:10]1.